From a dataset of Reaction yield outcomes from USPTO patents with 853,638 reactions. Predict the reaction yield, written as a fraction of the theoretical maximum amount of product (1.0 means a 100% yield; for example, 0.34 means a 34% yield). (1) The reactants are Cl.[CH3:2][O:3][C:4]1[CH:9]=[CH:8][CH:7]=[CH:6][C:5]=1[NH:10][NH2:11].N[C:13]([CH3:17])=[CH:14][C:15]#[N:16]. The catalyst is Cl. The product is [CH3:2][O:3][C:4]1[CH:9]=[CH:8][CH:7]=[CH:6][C:5]=1[N:10]1[C:15]([NH2:16])=[CH:14][C:13]([CH3:17])=[N:11]1. The yield is 0.860. (2) The reactants are [Cl:1][C:2]1[CH:3]=[C:4]([CH:8]=[C:9]([Cl:11])[CH:10]=1)[C:5](O)=O.C(N(CC)CC)C.ClC(OC[CH:24]([CH3:26])C)=O.C[NH:28][C:29](=[S:32])[NH:30][NH2:31]. The catalyst is C1COCC1. The product is [Cl:1][C:2]1[CH:3]=[C:4]([C:5]2[N:28]([CH2:24][CH3:26])[C:29]([SH:32])=[N:30][N:31]=2)[CH:8]=[C:9]([Cl:11])[CH:10]=1. The yield is 0.0850.